Dataset: Forward reaction prediction with 1.9M reactions from USPTO patents (1976-2016). Task: Predict the product of the given reaction. (1) Given the reactants [Li].[Cl:2][C:3]1[C:4]([C:12]([NH:14][C@@H:15]([CH3:19])[CH2:16][S:17][CH3:18])=[O:13])=[C:5]([CH:9]=[CH:10][CH:11]=1)[C:6]([O-:8])=O.[CH3:20][C:21]1[CH:27]=[C:26]([C:28]([F:37])([C:33]([F:36])([F:35])[F:34])[C:29]([F:32])([F:31])[F:30])[CH:25]=[CH:24][C:22]=1[NH2:23], predict the reaction product. The product is: [Cl:2][C:3]1[CH:11]=[CH:10][CH:9]=[C:5]([C:6]([NH:23][C:22]2[CH:24]=[CH:25][C:26]([C:28]([F:37])([C:29]([F:30])([F:31])[F:32])[C:33]([F:34])([F:35])[F:36])=[CH:27][C:21]=2[CH3:20])=[O:8])[C:4]=1[C:12]([NH:14][C@@H:15]([CH3:19])[CH2:16][S:17][CH3:18])=[O:13]. (2) Given the reactants [C:1]1([CH2:7][N:8]2[CH2:12][CH2:11][C:10](=[O:13])[CH2:9]2)[CH:6]=[CH:5][CH:4]=[CH:3][CH:2]=1.[CH3:14][Mg+].[Br-], predict the reaction product. The product is: [CH3:14][C:10]1([OH:13])[CH2:11][CH2:12][N:8]([CH2:7][C:1]2[CH:2]=[CH:3][CH:4]=[CH:5][CH:6]=2)[CH2:9]1.